Dataset: Experimentally validated miRNA-target interactions with 360,000+ pairs, plus equal number of negative samples. Task: Binary Classification. Given a miRNA mature sequence and a target amino acid sequence, predict their likelihood of interaction. (1) The miRNA is hsa-miR-454-3p with sequence UAGUGCAAUAUUGCUUAUAGGGU. The protein sequence of the target gene is MPRRGLVAGPDLEYFQRRYFTPAEVAQHNRPEDLWVSYLGRVYDLTSLAQEYKGNLLLKPIVEVAGQDISHWFDPKTRDIRKHIDPLTGCLRYCTPRGRFVHVPPQLPCSDWANDFGKPWWQGSYYEVGRLSAKTRSIRIINTLTSQEHTLEVGVLESIWEILHRYLPYNSHAASYTWKYEGKNLNMDFTLEENGIRDEEEEFDYLSMDGTLHTPAILLYFNDDLTEL. Result: 1 (interaction). (2) The miRNA is hsa-miR-6795-5p with sequence UGGGGGGACAGGAUGAGAGGCUGU. The protein sequence of the target gene is MKNQLRGPPARAHMSTSGAAAAGGTRAGSEPGAGSGSGAGTGAGAATGAGAMPCKSAEWLQEELEARGGASLLLLDCRPHELFESSHIETAINLAIPGLMLRRLRKGNLPIRSIIPNHADKERFATRCKAATVLLYDEATAEWQPEPGAPASVLGLLLQKLRDDGCQAYYLQGGFNKFQTEYSEHCETNVDSSSSPSSSPPTSVLGLGGLRISSDCSDGESDRELPSSATESDGSPVPSSQPAFPVQILPYLYLGCAKDSTNLDVLGKYGIKYILNVTPNLPNAFEHGGEFTYKQIPISD.... Result: 1 (interaction). (3) The miRNA is hsa-miR-6769a-5p with sequence AGGUGGGUAUGGAGGAGCCCU. The protein sequence of the target gene is MAATFQLPGHQEMPLTFQDVAVYFSQAEGRQLGPQQRALYRDVMLENYGNVASLGFPVPKPELISQLEQGKELWVLNLLGAEEPDILKSCQKDSEVGTKKELSILNQKFSEEVKTPEFVSRRLLRDNAQAAEFREAWGREGKLKERVGNSAGQSLNKPNIHKRVLTEATVGRERSLGERTQECSAFDRNLNLDQNVVRLQRNKTGERVFKCDICSKTFKYNSDLSRHQRSHTGEKPYECGRCGRAFTHSSNLVLHHHIHTGNKPFKCDECGKTFGLNSHLRLHRRIHTGEKPFGCGECGK.... Result: 1 (interaction). (4) The miRNA is hsa-miR-383-3p with sequence ACAGCACUGCCUGGUCAGA. The protein sequence of the target gene is MRGAGAILRPAARGARDLNPRRDISSWLAQWFPRTPARSVVALKTPIKVELVAGKTYRWCVCGRSKKQPFCDGSHFFQRTGLSPLKFKAQETRMVALCTCKATQRPPYCDGTHRSERVQKAEVGSPL. Result: 0 (no interaction). (5) Result: 0 (no interaction). The protein sequence of the target gene is MAMALPMPGPQEAVVFEDVAVYFTRIEWSCLAPDQQALYRDVMLENYGNLASLGFLVAKPALISLLEQGEEPGALILQVAEQSVAKASLCTDSRMEAGIMESPLQRKLSRQAGLPGTVWGCLPWGHPVGGHPAPPHPHGGPEDGSDKPTHPRAREHSASPRVLQEDLGRPVGSSAPRYRCVCGKAFRYNSLLLRHQIIHTGAKPFQCTECGKAFKQSSILLRHQLIHTEEKPFQCGECGKAFRQSTQLAAHHRVHTRERPYACGECGKAFSRSSRLLQHQKFHTGEKPFACTECGKAFCR.... The miRNA is mmu-miR-8111 with sequence ACCGGGCAUGGUAGUGUACAC. (6) The miRNA is hsa-miR-4701-5p with sequence UUGGCCACCACACCUACCCCUU. The protein sequence of the target gene is MSYGSITFGDVAIDFSHQEWEYLSLVQKTLYQEVMMENYDNLVSLAGHSVSKPDLITLLEQGKEPWMIVREETRGECTDLDSRCEIISDGKMQLYRKHSCVTLHQRIHNGQKPYECKQCQKSFSHLTELMVHQTIHTSEEPDQCEKFRKAFSHLTDLRKHQKINAREKPYECEECGKVFSYPANLAQHGKVHVEKPYECKECGEAFRTSRQLTVHHRFHYGEKPYECKECGKAFSVYGRLSRHQSIHTGEKPFECNKCGKSFRLKAGLKVHQSIHTGEKPHECKECGKAFRQFSHLVGHK.... Result: 1 (interaction). (7) The miRNA is hsa-miR-548x-3p with sequence UAAAAACUGCAAUUACUUUC. The protein sequence of the target gene is MHYYRYSNAKVSCWYKYLLFSYNIIFWLAGVVFLGVGLWAWSEKGVLSDLTKVTRMHGIDPVVLVLMVGVVMFTLGFAGCVGALRENICLLNFFCGTIVLIFFLELAVAVLAFLFQDWVRDRFREFFESNIKSYRDDIDLQNLIDSLQKANQCCGAYGPEDWDLNVYFNCSGASYSREKCGVPFSCCVPDPAQKVVNTQCGYDVRIQLKSKWDESIFTKGCIQALESWLPRNIYIVAGVFIAISLLQIFGIFLARTLISDIEAVKAGHHF. Result: 0 (no interaction).